Dataset: Peptide-MHC class II binding affinity with 134,281 pairs from IEDB. Task: Regression. Given a peptide amino acid sequence and an MHC pseudo amino acid sequence, predict their binding affinity value. This is MHC class II binding data. (1) The peptide sequence is QKKYIYNLIMNTQNK. The MHC is DRB1_0701 with pseudo-sequence DRB1_0701. The binding affinity (normalized) is 0.132. (2) The peptide sequence is RSLSNKIKQKTKQIG. The MHC is HLA-DQA10201-DQB10402 with pseudo-sequence HLA-DQA10201-DQB10402. The binding affinity (normalized) is 0.222. (3) The peptide sequence is KHMILAVVITLCAII. The MHC is DRB1_0802 with pseudo-sequence DRB1_0802. The binding affinity (normalized) is 0.432. (4) The peptide sequence is YEAFVLHFSEALHII. The MHC is DRB1_1501 with pseudo-sequence DRB1_1501. The binding affinity (normalized) is 0.755. (5) The peptide sequence is CGLNSVDSLEHEMWR. The MHC is DRB3_0301 with pseudo-sequence DRB3_0301. The binding affinity (normalized) is 0.332. (6) The peptide sequence is DLDDEQEILNYMSPH. The MHC is HLA-DQA10201-DQB10402 with pseudo-sequence HLA-DQA10201-DQB10402. The binding affinity (normalized) is 0.